From a dataset of Forward reaction prediction with 1.9M reactions from USPTO patents (1976-2016). Predict the product of the given reaction. Given the reactants [C:1]1(/[C:7](/[C:17]2[CH:22]=[CH:21][C:20]([CH:23]=[CH:24][C:25](O)=[O:26])=[CH:19][CH:18]=2)=[C:8](/[C:11]2[CH:16]=[CH:15][CH:14]=[CH:13][CH:12]=2)\[CH2:9][CH3:10])[CH:6]=[CH:5][CH:4]=[CH:3][CH:2]=1.[N+:28]([C:31]1[CH:32]=[C:33]([S:37]([NH2:40])(=[O:39])=[O:38])[CH:34]=[CH:35][CH:36]=1)([O-:30])=[O:29], predict the reaction product. The product is: [C:1]1([C:7]([C:17]2[CH:22]=[CH:21][C:20]([CH:23]=[CH:24][C:25]([NH:40][S:37]([C:33]3[CH:34]=[CH:35][CH:36]=[C:31]([N+:28]([O-:30])=[O:29])[CH:32]=3)(=[O:38])=[O:39])=[O:26])=[CH:19][CH:18]=2)=[C:8]([C:11]2[CH:16]=[CH:15][CH:14]=[CH:13][CH:12]=2)[CH2:9][CH3:10])[CH:2]=[CH:3][CH:4]=[CH:5][CH:6]=1.